This data is from NCI-60 drug combinations with 297,098 pairs across 59 cell lines. The task is: Regression. Given two drug SMILES strings and cell line genomic features, predict the synergy score measuring deviation from expected non-interaction effect. (1) Drug 1: CC(C1=C(C=CC(=C1Cl)F)Cl)OC2=C(N=CC(=C2)C3=CN(N=C3)C4CCNCC4)N. Drug 2: CNC(=O)C1=NC=CC(=C1)OC2=CC=C(C=C2)NC(=O)NC3=CC(=C(C=C3)Cl)C(F)(F)F. Cell line: NCIH23. Synergy scores: CSS=21.0, Synergy_ZIP=-12.9, Synergy_Bliss=-8.07, Synergy_Loewe=-9.51, Synergy_HSA=-7.06. (2) Drug 1: C(CC(=O)O)C(=O)CN.Cl. Drug 2: COC1=C2C(=CC3=C1OC=C3)C=CC(=O)O2. Cell line: SN12C. Synergy scores: CSS=19.3, Synergy_ZIP=-2.25, Synergy_Bliss=3.75, Synergy_Loewe=2.59, Synergy_HSA=2.39.